From a dataset of Forward reaction prediction with 1.9M reactions from USPTO patents (1976-2016). Predict the product of the given reaction. (1) Given the reactants [NH:1]1[CH2:6][CH2:5][CH2:4][C@H:3]([C:7]([OH:9])=[O:8])[CH2:2]1.C(O)C.[C:13](O[C:13]([O:15][C:16]([CH3:19])([CH3:18])[CH3:17])=[O:14])([O:15][C:16]([CH3:19])([CH3:18])[CH3:17])=[O:14], predict the reaction product. The product is: [C:16]([O:15][C:13]([N:1]1[CH2:6][CH2:5][CH2:4][C@H:3]([C:7]([OH:9])=[O:8])[CH2:2]1)=[O:14])([CH3:19])([CH3:18])[CH3:17]. (2) Given the reactants [NH2:1][CH2:2][C:3]1[C:4]([CH3:13])=[CH:5][C:6]([N:10]([CH3:12])[CH3:11])=[N:7][C:8]=1[CH3:9].Cl[C:15]1[C:16]2[C:17](=[N:21][N:22]([CH2:24][C:25]3[CH:30]=[CH:29][C:28]([CH2:31][N:32]4[CH:36]=[CH:35][CH:34]=[N:33]4)=[CH:27][CH:26]=3)[CH:23]=2)[N:18]=[CH:19][N:20]=1.CCN(C(C)C)C(C)C, predict the reaction product. The product is: [N:32]1([CH2:31][C:28]2[CH:29]=[CH:30][C:25]([CH2:24][N:22]3[CH:23]=[C:16]4[C:17]([N:18]=[CH:19][N:20]=[C:15]4[NH:1][CH2:2][C:3]4[C:8]([CH3:9])=[N:7][C:6]([N:10]([CH3:11])[CH3:12])=[CH:5][C:4]=4[CH3:13])=[N:21]3)=[CH:26][CH:27]=2)[CH:36]=[CH:35][CH:34]=[N:33]1.